Dataset: Forward reaction prediction with 1.9M reactions from USPTO patents (1976-2016). Task: Predict the product of the given reaction. (1) Given the reactants [H-].[Na+].[NH:3]1[C:12]2[C:7](=[CH:8][CH:9]=[CH:10][CH:11]=2)[CH2:6][CH2:5][CH2:4]1.[CH3:13]I, predict the reaction product. The product is: [CH3:13][N:3]1[C:12]2[C:7](=[CH:8][CH:9]=[CH:10][CH:11]=2)[CH2:6][CH2:5][CH2:4]1. (2) Given the reactants [CH2:1]([O:3][C:4]([C:6]1[N:7]=[C:8]([NH:11][C:12](=[O:29])[CH:13]([C:20]2[CH:25]=[CH:24][C:23]([N+:26]([O-:28])=[O:27])=[CH:22][CH:21]=2)[CH2:14][CH:15]2[CH2:19][CH2:18][CH2:17][CH2:16]2)[S:9][CH:10]=1)=[O:5])C.S(=O)(=O)(O)O, predict the reaction product. The product is: [CH3:1][O:3][C:4]([C:6]1[N:7]=[C:8]([NH:11][C:12](=[O:29])[CH:13]([C:20]2[CH:21]=[CH:22][C:23]([N+:26]([O-:28])=[O:27])=[CH:24][CH:25]=2)[CH2:14][CH:15]2[CH2:16][CH2:17][CH2:18][CH2:19]2)[S:9][CH:10]=1)=[O:5]. (3) Given the reactants [NH:1]1[CH2:6][CH2:5][CH:4]([C:7]([O:9][CH3:10])=[O:8])[CH2:3][CH2:2]1.[CH3:11][N:12]=[C:13]=[O:14], predict the reaction product. The product is: [CH3:11][NH:12][C:13]([N:1]1[CH2:6][CH2:5][CH:4]([C:7]([O:9][CH3:10])=[O:8])[CH2:3][CH2:2]1)=[O:14]. (4) The product is: [N:28]([CH:2]([C:4]1[S:8][C:7]([C:9]([O:11][CH2:12][CH3:13])=[O:10])=[CH:6][CH:5]=1)[CH3:3])=[N+:29]=[N-:30]. Given the reactants O[CH:2]([C:4]1[S:8][C:7]([C:9]([O:11][CH2:12][CH3:13])=[O:10])=[CH:6][CH:5]=1)[CH3:3].C1(P([N:28]=[N+:29]=[N-:30])(C2C=CC=CC=2)=O)C=CC=CC=1.N12CCCN=C1CCCCC2, predict the reaction product. (5) Given the reactants [O:1]1[CH:5]=[CH:4][C:3]([C:6](=[O:32])[CH2:7][CH2:8][C:9]2([C:30]#[N:31])[CH2:16][C:15]3[C:10]2=[CH:11][C:12]([O:28][CH3:29])=[C:13]([O:17][Si:18]([CH:25]([CH3:27])[CH3:26])([CH:22]([CH3:24])[CH3:23])[CH:19]([CH3:21])[CH3:20])[CH:14]=3)=[CH:2]1.[CH2:33](O)[CH2:34][OH:35].CC1C=CC(S(O)(=O)=O)=CC=1.C([O-])(O)=O.[Na+], predict the reaction product. The product is: [O:1]1[CH:5]=[CH:4][C:3]([C:6]2([CH2:7][CH2:8][C:9]3([C:30]#[N:31])[CH2:16][C:15]4[C:10]3=[CH:11][C:12]([O:28][CH3:29])=[C:13]([O:17][Si:18]([CH:19]([CH3:20])[CH3:21])([CH:22]([CH3:24])[CH3:23])[CH:25]([CH3:26])[CH3:27])[CH:14]=4)[O:35][CH2:34][CH2:33][O:32]2)=[CH:2]1. (6) Given the reactants Cl[C:2]1[N:3]=[CH:4][C:5]2[N:6]([CH3:21])[C:7](=[O:20])[C:8]3([CH2:19][CH2:18]3)[CH2:9][N:10]([CH:13]3[CH2:17][CH2:16][CH2:15][CH2:14]3)[C:11]=2[N:12]=1.[NH2:22][C:23]1[CH:31]=[CH:30][C:26]([C:27]([OH:29])=[O:28])=[CH:25][C:24]=1[O:32][CH3:33], predict the reaction product. The product is: [CH:13]1([N:10]2[CH2:9][C:8]3([CH2:19][CH2:18]3)[C:7](=[O:20])[N:6]([CH3:21])[C:5]3[CH:4]=[N:3][C:2]([NH:22][C:23]4[CH:31]=[CH:30][C:26]([C:27]([OH:29])=[O:28])=[CH:25][C:24]=4[O:32][CH3:33])=[N:12][C:11]2=3)[CH2:17][CH2:16][CH2:15][CH2:14]1.